Dataset: HIV replication inhibition screening data with 41,000+ compounds from the AIDS Antiviral Screen. Task: Binary Classification. Given a drug SMILES string, predict its activity (active/inactive) in a high-throughput screening assay against a specified biological target. The drug is CC(=O)OC1CCN(Cc2ccccc2)CC1CN(C(C)=O)C12CC3CC(CC(C3)C1)C2. The result is 0 (inactive).